From a dataset of Full USPTO retrosynthesis dataset with 1.9M reactions from patents (1976-2016). Predict the reactants needed to synthesize the given product. (1) The reactants are: [C:1]([O:9][CH2:10][CH3:11])(=[O:8])[CH2:2][C:3]([O:5][CH2:6][CH3:7])=[O:4].C(=O)([O-])[O-].[K+].[K+].[CH2:18](Br)[CH:19]=[CH2:20]. Given the product [CH2:20]([CH:2]([C:3]([O:5][CH2:6][CH3:7])=[O:4])[C:1]([O:9][CH2:10][CH3:11])=[O:8])[CH:19]=[CH2:18], predict the reactants needed to synthesize it. (2) Given the product [F:1][C:2]([F:7])([F:6])[C:3]([O-:5])=[O:4].[CH3:8][N:9]([CH3:10])[C:11](=[N+:17]([CH3:18])[CH3:16])[N:13]([CH3:15])[CH3:14], predict the reactants needed to synthesize it. The reactants are: [F:1][C:2]([F:7])([F:6])[C:3]([O-:5])=[O:4].[CH3:8][N:9]([C+:11]([N:13]([CH3:15])[CH3:14])Cl)[CH3:10].[CH3:16][N-:17][CH3:18].[Li+]. (3) Given the product [CH3:1][O:2][C:3](=[O:13])[C:4]1[CH:9]=[C:8]([N:14]2[CH2:19][CH2:18][O:17][CH2:16][CH2:15]2)[CH:7]=[CH:6][C:5]=1[O:11][CH3:12], predict the reactants needed to synthesize it. The reactants are: [CH3:1][O:2][C:3](=[O:13])[C:4]1[CH:9]=[C:8](I)[CH:7]=[CH:6][C:5]=1[O:11][CH3:12].[NH:14]1[CH2:19][CH2:18][O:17][CH2:16][CH2:15]1.C(=O)([O-])[O-].[Cs+].[Cs+].CC1(C)C2C(=C(P(C3C=CC=CC=3)C3C=CC=CC=3)C=CC=2)OC2C(P(C3C=CC=CC=3)C3C=CC=CC=3)=CC=CC1=2. (4) Given the product [Cl:1][C:2]1[C:7]([O:8][CH3:9])=[C:6]([O:10][CH3:11])[CH:5]=[C:4]2[C:3]=1[CH2:12][CH:13]([CH3:14])[N:15]=[CH:16]2, predict the reactants needed to synthesize it. The reactants are: [Cl:1][C:2]1[C:7]([O:8][CH3:9])=[C:6]([O:10][CH3:11])[CH:5]=[CH:4][C:3]=1[CH2:12][CH:13]([NH:15][CH:16]=O)[CH3:14].C(Cl)(=O)C(Cl)=O.Cl.